From a dataset of Catalyst prediction with 721,799 reactions and 888 catalyst types from USPTO. Predict which catalyst facilitates the given reaction. (1) Reactant: [CH3:1][C:2]1[S:3][C:4]2[C:13]3[N:12]=[C:11]([NH:14][C:15]4[CH:20]=[CH:19][CH:18]=[C:17]([N+:21]([O-:23])=[O:22])[CH:16]=4)[N:10]=[CH:9][C:8]=3[CH2:7][CH2:6][C:5]=2[N:24]=1.[H-].[Na+].I[CH3:28]. Product: [CH3:28][N:14]([C:11]1[N:10]=[CH:9][C:8]2[CH2:7][CH2:6][C:5]3[N:24]=[C:2]([CH3:1])[S:3][C:4]=3[C:13]=2[N:12]=1)[C:15]1[CH:20]=[CH:19][CH:18]=[C:17]([N+:21]([O-:23])=[O:22])[CH:16]=1. The catalyst class is: 3. (2) Reactant: [C:1]([C:3]1[CH:4]=[C:5]([CH:9]=[CH:10][CH:11]=1)[C:6]([OH:8])=O)#[CH:2].[CH2:12]([N:14]1[CH2:19][CH2:18][N:17]([CH2:20][C:21]2[CH:27]=[CH:26][C:24]([NH2:25])=[CH:23][C:22]=2[C:28]([F:31])([F:30])[F:29])[CH2:16][CH2:15]1)[CH3:13].CN(C(ON1N=NC2C=CC=CC1=2)=[N+](C)C)C.[B-](F)(F)(F)F.CCN(C(C)C)C(C)C.C([O-])(O)=O.[Na+]. Product: [CH2:12]([N:14]1[CH2:19][CH2:18][N:17]([CH2:20][C:21]2[CH:27]=[CH:26][C:24]([NH:25][C:6](=[O:8])[C:5]3[CH:9]=[CH:10][CH:11]=[C:3]([C:1]#[CH:2])[CH:4]=3)=[CH:23][C:22]=2[C:28]([F:31])([F:29])[F:30])[CH2:16][CH2:15]1)[CH3:13]. The catalyst class is: 9. (3) Reactant: C(OC([NH:8][C@H:9]([C:11]([O:13][CH:14]1[CH2:23][CH:22]([CH3:24])[CH2:21][C:20]2[N:19]=[N:18][C:17]([C:25]3[CH:30]=[CH:29][CH:28]=[C:27]([C:31]([F:34])([F:33])[F:32])[CH:26]=3)=[CH:16][C:15]1=2)=[O:12])[CH3:10])=O)(C)(C)C.[ClH:35]. Product: [ClH:35].[ClH:35].[NH2:8][C@H:9]([C:11]([O:13][CH:14]1[CH2:23][CH:22]([CH3:24])[CH2:21][C:20]2[N:19]=[N:18][C:17]([C:25]3[CH:30]=[CH:29][CH:28]=[C:27]([C:31]([F:34])([F:33])[F:32])[CH:26]=3)=[CH:16][C:15]1=2)=[O:12])[CH3:10]. The catalyst class is: 12. (4) Reactant: [CH2:1]([NH:3][C:4]1[C:5]([O:14][CH3:15])=[C:6]([CH:11]=[CH:12][CH:13]=1)[C:7]([O:9][CH3:10])=[O:8])[CH3:2].C(N(CC)CC)C.Cl.[C:24](Cl)(=[O:31])[C:25]1[CH:30]=[CH:29][N:28]=[CH:27][CH:26]=1. Product: [CH2:1]([N:3]([C:24]([C:25]1[CH:30]=[CH:29][N:28]=[CH:27][CH:26]=1)=[O:31])[C:4]1[C:5]([O:14][CH3:15])=[C:6]([CH:11]=[CH:12][CH:13]=1)[C:7]([O:9][CH3:10])=[O:8])[CH3:2]. The catalyst class is: 2. (5) The catalyst class is: 188. Product: [OH:26][C:25]([C:24]1[CH:23]=[CH:22][C:21]([Cl:20])=[CH:47][CH:46]=1)([C:6]1[N:2]([CH3:1])[CH:3]=[N:4][CH:5]=1)[C:27]1[CH:28]=[C:29]2[C:34](=[CH:35][CH:36]=1)[N:33]([CH3:37])[C:32](=[O:38])[CH:31]=[C:30]2[C:39]1[CH:44]=[CH:43][CH:42]=[C:41]([Cl:45])[CH:40]=1. Reactant: [CH3:1][N:2]1[CH:6]=[CH:5][N:4]=[CH:3]1.C([Li])CCC.Cl[Si](CC)(CC)CC.[Cl:20][C:21]1[CH:47]=[CH:46][C:24]([C:25]([C:27]2[CH:28]=[C:29]3[C:34](=[CH:35][CH:36]=2)[N:33]([CH3:37])[C:32](=[O:38])[CH:31]=[C:30]3[C:39]2[CH:44]=[CH:43][CH:42]=[C:41]([Cl:45])[CH:40]=2)=[O:26])=[CH:23][CH:22]=1. (6) Reactant: O[Li].O.C[O:5][C:6](=[O:31])[C:7]1[CH:12]=[CH:11][C:10]([O:13][CH2:14][CH2:15][CH2:16][CH:17]2[CH2:22][CH2:21][N:20]([C:23]3[O:27][N:26]=[C:25]([CH2:28][CH3:29])[N:24]=3)[CH2:19][CH2:18]2)=[CH:9][C:8]=1[CH3:30]. Product: [CH2:28]([C:25]1[N:24]=[C:23]([N:20]2[CH2:19][CH2:18][CH:17]([CH2:16][CH2:15][CH2:14][O:13][C:10]3[CH:11]=[CH:12][C:7]([C:6]([OH:31])=[O:5])=[C:8]([CH3:30])[CH:9]=3)[CH2:22][CH2:21]2)[O:27][N:26]=1)[CH3:29]. The catalyst class is: 24.